This data is from CYP3A4 inhibition data for predicting drug metabolism from PubChem BioAssay. The task is: Regression/Classification. Given a drug SMILES string, predict its absorption, distribution, metabolism, or excretion properties. Task type varies by dataset: regression for continuous measurements (e.g., permeability, clearance, half-life) or binary classification for categorical outcomes (e.g., BBB penetration, CYP inhibition). Dataset: cyp3a4_veith. The molecule is CC(C)C[C@H]1C(=O)N2CCC[C@@H]2[C@]2(O)O[C@](NC(=O)[C@@H]3C=C4c5cccc6[nH]c(Br)c(c56)C[C@H]4N(C)C3)(C(C)C)C(=O)N12. The result is 1 (inhibitor).